From a dataset of Reaction yield outcomes from USPTO patents with 853,638 reactions. Predict the reaction yield, written as a fraction of the theoretical maximum amount of product (1.0 means a 100% yield; for example, 0.34 means a 34% yield). (1) The reactants are [NH2:1][C:2]1[C:3]([NH:13][CH2:14][CH2:15][OH:16])=[C:4]([CH:9]=[CH:10][C:11]=1[Cl:12])[C:5]([O:7][CH3:8])=[O:6].[Cl:17][C:18]1[CH:23]=[C:22]([Cl:24])[CH:21]=[CH:20][C:19]=1[N:25]=[C:26]=[S:27]. The catalyst is O1CCCC1. The product is [Cl:12][C:11]1[CH:10]=[CH:9][C:4]([C:5]([O:7][CH3:8])=[O:6])=[C:3]([NH:13][CH2:14][CH2:15][OH:16])[C:2]=1[NH:1][C:26](=[S:27])[NH:25][C:19]1[CH:20]=[CH:21][C:22]([Cl:24])=[CH:23][C:18]=1[Cl:17]. The yield is 0.480. (2) The reactants are [F:1][C:2]([F:20])([F:19])[C:3]([NH:5][C@H:6]1[C:14]2[C:9](=[CH:10][CH:11]=[C:12]([C:15]([O:17][CH3:18])=[O:16])[CH:13]=2)[CH2:8][CH2:7]1)=O.S(C)C. The catalyst is C1COCC1. The product is [F:1][C:2]([F:19])([F:20])[CH2:3][NH:5][C@H:6]1[C:14]2[C:9](=[CH:10][CH:11]=[C:12]([C:15]([O:17][CH3:18])=[O:16])[CH:13]=2)[CH2:8][CH2:7]1. The yield is 0.430.